Dataset: Full USPTO retrosynthesis dataset with 1.9M reactions from patents (1976-2016). Task: Predict the reactants needed to synthesize the given product. Given the product [OH:8][C:9]1[CH:18]=[C:17]2[C:12]([C:13]([O:19][C:20]3[CH:21]=[C:22]4[C:26](=[CH:27][CH:28]=3)[NH:25][C:24]([CH3:29])=[CH:23]4)=[N:14][CH:15]=[N:16]2)=[CH:11][C:10]=1[O:30][CH3:31], predict the reactants needed to synthesize it. The reactants are: C([O:8][C:9]1[CH:18]=[C:17]2[C:12]([C:13]([O:19][C:20]3[CH:21]=[C:22]4[C:26](=[CH:27][CH:28]=3)[NH:25][C:24]([CH3:29])=[CH:23]4)=[N:14][CH:15]=[N:16]2)=[CH:11][C:10]=1[O:30][CH3:31])C1C=CC=CC=1.[H][H].